From a dataset of Peptide-MHC class II binding affinity with 134,281 pairs from IEDB. Regression. Given a peptide amino acid sequence and an MHC pseudo amino acid sequence, predict their binding affinity value. This is MHC class II binding data. (1) The binding affinity (normalized) is 0.245. The peptide sequence is ASRELERFAVNPGLL. The MHC is HLA-DQA10501-DQB10201 with pseudo-sequence HLA-DQA10501-DQB10201. (2) The peptide sequence is KYKFVRIQPGQTFSV. The MHC is DRB5_0101 with pseudo-sequence DRB5_0101. The binding affinity (normalized) is 0.617. (3) The peptide sequence is SQEYSGSKANEANVY. The MHC is H-2-IAb with pseudo-sequence H-2-IAb. The binding affinity (normalized) is 0.578. (4) The peptide sequence is EEDKENALSLLDKIYT. The MHC is HLA-DPA10301-DPB10402 with pseudo-sequence HLA-DPA10301-DPB10402. The binding affinity (normalized) is 0.379. (5) The peptide sequence is NDKFTVFEGAFNKAI. The MHC is HLA-DQA10501-DQB10301 with pseudo-sequence HLA-DQA10501-DQB10301. The binding affinity (normalized) is 0.506. (6) The peptide sequence is ESRLVVDFSQFSRGN. The MHC is DRB3_0101 with pseudo-sequence DRB3_0101. The binding affinity (normalized) is 0.276. (7) The MHC is DRB1_0101 with pseudo-sequence DRB1_0101. The peptide sequence is GYITTNVLREILKEL. The binding affinity (normalized) is 0.583. (8) The peptide sequence is KFDSQLARRHMARELH. The MHC is DRB1_0101 with pseudo-sequence DRB1_0101. The binding affinity (normalized) is 0.318. (9) The peptide sequence is MAFLRSVSRLAAAVF. The MHC is DRB1_1201 with pseudo-sequence DRB1_1201. The binding affinity (normalized) is 0.621.